From a dataset of Forward reaction prediction with 1.9M reactions from USPTO patents (1976-2016). Predict the product of the given reaction. (1) Given the reactants [CH2:1]([OH:12])[CH:2]1[O:7][CH:6]([OH:8])[CH:5]([OH:9])[CH:4]([OH:10])[CH:3]1[OH:11].[CH2:13]([OH:22])[CH:14]([OH:21])[CH:15]([OH:20])[CH:16]([OH:19])[CH:17]=[O:18], predict the reaction product. The product is: [O:8]=[CH:6][C@@H:5]([C@H:4]([C@@H:3]([C@@H:2]([CH2:1][OH:12])[OH:7])[OH:11])[OH:10])[OH:9].[O:18]=[CH:17][C@H:16]([C@@H:15]([C@@H:14]([CH2:13][OH:22])[OH:21])[OH:20])[OH:19].[C:6]([O-:8])(=[O:7])[CH3:5]. (2) Given the reactants [OH-].[Li+].[C:3]([CH2:5]P(=O)(OCC)OCC)#[N:4].[C:14]([C:18]1[CH:44]=[CH:43][C:21]([CH2:22][O:23][C:24]2[CH:29]=[CH:28][C:27]([C:30]3[CH:35]=[CH:34][C:33]([O:36][C:37]([F:40])([F:39])[F:38])=[CH:32][CH:31]=3)=[CH:26][C:25]=2[CH:41]=O)=[CH:20][CH:19]=1)([CH3:17])([CH3:16])[CH3:15].Cl, predict the reaction product. The product is: [C:14]([C:18]1[CH:44]=[CH:43][C:21]([CH2:22][O:23][C:24]2[CH:29]=[CH:28][C:27]([C:30]3[CH:31]=[CH:32][C:33]([O:36][C:37]([F:39])([F:40])[F:38])=[CH:34][CH:35]=3)=[CH:26][C:25]=2[CH:41]=[CH:5][C:3]#[N:4])=[CH:20][CH:19]=1)([CH3:16])([CH3:17])[CH3:15]. (3) Given the reactants CC1(C)C(C)(C)OB([C:9]2[CH:14]=[CH:13][C:12]([N:15]3[C:27]4[CH:26]=[CH:25][CH:24]=[CH:23][C:22]=4[C:21]4[C:16]3=[CH:17][CH:18]=[CH:19][CH:20]=4)=[CH:11][CH:10]=2)O1.Br[C:30]1[CH:43]=[CH:42][C:33]2[O:34][C:35]3[CH:40]=[CH:39][C:38]([Br:41])=[CH:37][C:36]=3[C:32]=2[CH:31]=1.C(=O)([O-])[O-].[K+].[K+].O1CCOCC1, predict the reaction product. The product is: [Br:41][C:38]1[CH:39]=[CH:40][C:35]2[O:34][C:33]3[CH:42]=[CH:43][C:30]([C:9]4[CH:10]=[CH:11][C:12]([N:15]5[C:16]6[CH:17]=[CH:18][CH:19]=[CH:20][C:21]=6[C:22]6[C:27]5=[CH:26][CH:25]=[CH:24][CH:23]=6)=[CH:13][CH:14]=4)=[CH:31][C:32]=3[C:36]=2[CH:37]=1. (4) Given the reactants C(O[C:4](=[O:14])[CH2:5][C:6](=O)[C:7]1[CH:12]=[CH:11][CH:10]=[CH:9][CH:8]=1)C.[NH2:15][C:16]([NH2:18])=[O:17], predict the reaction product. The product is: [C:7]1([C:6]2[N:18]=[C:16]([OH:17])[N:15]=[C:4]([OH:14])[CH:5]=2)[CH:8]=[CH:9][CH:10]=[CH:11][CH:12]=1.